Dataset: NCI-60 drug combinations with 297,098 pairs across 59 cell lines. Task: Regression. Given two drug SMILES strings and cell line genomic features, predict the synergy score measuring deviation from expected non-interaction effect. (1) Drug 1: CC1C(C(CC(O1)OC2CC(CC3=C2C(=C4C(=C3O)C(=O)C5=C(C4=O)C(=CC=C5)OC)O)(C(=O)C)O)N)O.Cl. Drug 2: C1C(C(OC1N2C=C(C(=O)NC2=O)F)CO)O. Cell line: BT-549. Synergy scores: CSS=18.1, Synergy_ZIP=-11.8, Synergy_Bliss=-7.89, Synergy_Loewe=-3.77, Synergy_HSA=-3.01. (2) Drug 1: CC1CCCC2(C(O2)CC(NC(=O)CC(C(C(=O)C(C1O)C)(C)C)O)C(=CC3=CSC(=N3)C)C)C. Drug 2: N.N.Cl[Pt+2]Cl. Cell line: A498. Synergy scores: CSS=51.4, Synergy_ZIP=-7.31, Synergy_Bliss=-6.53, Synergy_Loewe=-4.64, Synergy_HSA=0.395. (3) Drug 1: C1CCN(CC1)CCOC2=CC=C(C=C2)C(=O)C3=C(SC4=C3C=CC(=C4)O)C5=CC=C(C=C5)O. Drug 2: COC1=C(C=C2C(=C1)N=CN=C2NC3=CC(=C(C=C3)F)Cl)OCCCN4CCOCC4. Cell line: BT-549. Synergy scores: CSS=24.3, Synergy_ZIP=-3.05, Synergy_Bliss=4.61, Synergy_Loewe=2.81, Synergy_HSA=3.55. (4) Drug 1: CC1OCC2C(O1)C(C(C(O2)OC3C4COC(=O)C4C(C5=CC6=C(C=C35)OCO6)C7=CC(=C(C(=C7)OC)O)OC)O)O. Cell line: HCT-15. Drug 2: CN(CC1=CN=C2C(=N1)C(=NC(=N2)N)N)C3=CC=C(C=C3)C(=O)NC(CCC(=O)O)C(=O)O. Synergy scores: CSS=55.1, Synergy_ZIP=-4.88, Synergy_Bliss=-7.29, Synergy_Loewe=-5.42, Synergy_HSA=-2.70. (5) Drug 1: CCCS(=O)(=O)NC1=C(C(=C(C=C1)F)C(=O)C2=CNC3=C2C=C(C=N3)C4=CC=C(C=C4)Cl)F. Drug 2: B(C(CC(C)C)NC(=O)C(CC1=CC=CC=C1)NC(=O)C2=NC=CN=C2)(O)O. Cell line: HCT-15. Synergy scores: CSS=2.43, Synergy_ZIP=0.862, Synergy_Bliss=2.79, Synergy_Loewe=-0.837, Synergy_HSA=0.369. (6) Drug 1: C1CN(P(=O)(OC1)NCCCl)CCCl. Drug 2: C1C(C(OC1N2C=NC3=C2NC=NCC3O)CO)O. Cell line: MALME-3M. Synergy scores: CSS=-0.299, Synergy_ZIP=-1.07, Synergy_Bliss=-3.92, Synergy_Loewe=-4.33, Synergy_HSA=-4.33.